Dataset: Full USPTO retrosynthesis dataset with 1.9M reactions from patents (1976-2016). Task: Predict the reactants needed to synthesize the given product. (1) Given the product [C:38]([C:2]1[CH:7]=[CH:6][C:5]([C:8]2[CH:13]=[N:12][C:11]([N:14]3[CH2:19][CH2:18][N:17]([S:20]([CH2:23][C@H:24]([CH:28]([CH3:29])[CH3:30])[C:25]([OH:27])=[O:26])(=[O:21])=[O:22])[CH2:16][CH2:15]3)=[N:10][CH:9]=2)=[CH:4][CH:3]=1)#[N:39], predict the reactants needed to synthesize it. The reactants are: F[C:2]1[CH:7]=[CH:6][C:5]([C:8]2[CH:9]=[N:10][C:11]([N:14]3[CH2:19][CH2:18][N:17]([S:20]([CH2:23][C@H:24]([CH:28]([CH3:30])[CH3:29])[C:25]([OH:27])=[O:26])(=[O:22])=[O:21])[CH2:16][CH2:15]3)=[N:12][CH:13]=2)=[CH:4][CH:3]=1.C([C@@H:38]1COC(=O)[N:39]1C([C@@H](C(C)C)CS(N1CCN(C2N=CC(C3C=CC(C#N)=CC=3)=CN=2)CC1)(=O)=O)=O)C1C=CC=CC=1. (2) Given the product [O:40]=[S:41]1(=[O:47])[CH2:45][CH2:44][CH:43]([NH:46][C:32]([NH:19][C:18]2[CH:17]=[CH:16][C:15]([C:12]3[N:11]=[C:10]([N:22]4[CH2:27][CH2:26][O:25][CH2:24][CH2:23]4)[C:9]4[C:14](=[C:5]5[CH:4]=[CH:3][N:2]([CH3:1])[C:6]5=[CH:7][CH:8]=4)[N:13]=3)=[CH:21][CH:20]=2)=[O:38])[CH2:42]1, predict the reactants needed to synthesize it. The reactants are: [CH3:1][N:2]1[C:6]2=[CH:7][CH:8]=[C:9]3[C:14]([N:13]=[C:12]([C:15]4[CH:21]=[CH:20][C:18]([NH2:19])=[CH:17][CH:16]=4)[N:11]=[C:10]3[N:22]3[CH2:27][CH2:26][O:25][CH2:24][CH2:23]3)=[C:5]2[CH:4]=[CH:3]1.ClC(Cl)(O[C:32](=[O:38])OC(Cl)(Cl)Cl)Cl.[O:40]=[S:41]1(=[O:47])[CH2:45][CH2:44][CH:43]([NH2:46])[CH2:42]1.